Dataset: Catalyst prediction with 721,799 reactions and 888 catalyst types from USPTO. Task: Predict which catalyst facilitates the given reaction. (1) Reactant: [CH3:1][O:2][C:3]1[CH:8]=[CH:7][C:6]([C:9]2[N:10]([N:15]3C(=O)C4C(=CC=CC=4)C3=O)[CH:11]=[CH:12][C:13]=2[CH3:14])=[C:5]([CH3:26])[CH:4]=1.O.NN. Product: [CH3:1][O:2][C:3]1[CH:8]=[CH:7][C:6]([C:9]2[N:10]([NH2:15])[CH:11]=[CH:12][C:13]=2[CH3:14])=[C:5]([CH3:26])[CH:4]=1. The catalyst class is: 14. (2) Reactant: [CH2:1]([N:3]1[C:7]([C:8]2[CH:9]=[N:10][CH:11]=[CH:12][CH:13]=2)=[N:6][N:5]=[C:4]1[SH:14])[CH3:2].C(=O)([O-])[O-].[Cs+].[Cs+].Cl[CH2:22][C:23]([NH:25][C:26]1[CH:31]=[CH:30][C:29]([CH2:32][CH3:33])=[CH:28][CH:27]=1)=[O:24]. Product: [CH2:1]([N:3]1[C:7]([C:8]2[CH:9]=[N:10][CH:11]=[CH:12][CH:13]=2)=[N:6][N:5]=[C:4]1[S:14][CH2:22][C:23]([NH:25][C:26]1[CH:31]=[CH:30][C:29]([CH2:32][CH3:33])=[CH:28][CH:27]=1)=[O:24])[CH3:2]. The catalyst class is: 23.